Dataset: Full USPTO retrosynthesis dataset with 1.9M reactions from patents (1976-2016). Task: Predict the reactants needed to synthesize the given product. (1) Given the product [CH3:33][O:32][CH2:31][N:11]1[C:12]2[C:13]([C:23]([N:25]3[CH2:30][CH2:29][O:28][CH2:27][CH2:26]3)=[O:24])=[N:14][N:15]([C:17]3[CH:22]=[CH:21][CH:20]=[CH:19][CH:18]=3)[C:16]=2[C:2]2[CH:7]=[CH:6][CH:5]=[CH:4][C:3]=2[S:8]1(=[O:10])=[O:9], predict the reactants needed to synthesize it. The reactants are: Br[C:2]1[CH:7]=[CH:6][CH:5]=[CH:4][C:3]=1[S:8]([N:11]([CH2:31][O:32][CH3:33])[C:12]1[C:13]([C:23]([N:25]2[CH2:30][CH2:29][O:28][CH2:27][CH2:26]2)=[O:24])=[N:14][N:15]([C:17]2[CH:22]=[CH:21][CH:20]=[CH:19][CH:18]=2)[CH:16]=1)(=[O:10])=[O:9].C1(P(C2C=CC=CC=2)C2C=CC=CC=2)C=CC=CC=1.C([O-])([O-])=O.[Cs+].[Cs+]. (2) The reactants are: Br[C:2]1[C:7]([NH2:8])=[CH:6][CH:5]=[CH:4][C:3]=1OC.[C:11](O)(=O)[CH2:12][C:13](O)=[O:14].P(Cl)(Cl)(Cl)=O. Given the product [NH:8]1[C:7]2[C:2](=[CH:3][CH:4]=[CH:5][CH:6]=2)[CH:11]=[CH:12][C:13]1=[O:14], predict the reactants needed to synthesize it.